This data is from Reaction yield outcomes from USPTO patents with 853,638 reactions. The task is: Predict the reaction yield, written as a fraction of the theoretical maximum amount of product (1.0 means a 100% yield; for example, 0.34 means a 34% yield). (1) The reactants are [OH:1][C:2]1[CH:11]=[CH:10][CH:9]=[C:8]2[C:3]=1[CH2:4][CH2:5][C:6](=[O:12])[NH:7]2.[Si:13](Cl)([C:16]([CH3:19])([CH3:18])[CH3:17])([CH3:15])[CH3:14].N1C=CN=C1.O. The catalyst is CN(C=O)C. The product is [CH3:17][C:16]([Si:13]([CH3:15])([CH3:14])[O:1][C:2]1[CH:11]=[CH:10][CH:9]=[C:8]2[C:3]=1[CH2:4][CH2:5][C:6](=[O:12])[NH:7]2)([CH3:19])[CH3:18]. The yield is 0.910. (2) The reactants are [NH2:1][CH2:2][CH2:3][NH:4][C:5](=O)OC(C)(C)C.C(N(C(C)C)CC)(C)C.[Cl:21]C[CH2:23][CH2:24][S:25](Cl)(=[O:27])=[O:26].C(OCC)(=O)C. The catalyst is C1COCC1. The product is [ClH:21].[O:26]=[S:25]1(=[O:27])[CH2:24][CH2:23][CH2:5][N:4]1[CH2:3][CH2:2][NH2:1]. The yield is 0.700. (3) The reactants are P(=O)(O)(O)O.[C:6]1([CH:12]2[CH2:16][CH2:15][NH:14][CH2:13]2)[CH:11]=[CH:10][CH:9]=[CH:8][CH:7]=1.N.CO.[CH:20]([C:22]1[CH:37]=[CH:36][C:25]([O:26][C:27]2[CH:35]=[CH:34][C:30]([C:31]([NH2:33])=[O:32])=[CH:29][N:28]=2)=[CH:24][CH:23]=1)=O.C(O[BH-](OC(=O)C)OC(=O)C)(=O)C.[Na+].C(O)(=O)C. The catalyst is ClCCCl.CO. The product is [C:6]1([CH:12]2[CH2:16][CH2:15][N:14]([CH2:20][C:22]3[CH:37]=[CH:36][C:25]([O:26][C:27]4[CH:35]=[CH:34][C:30]([C:31]([NH2:33])=[O:32])=[CH:29][N:28]=4)=[CH:24][CH:23]=3)[CH2:13]2)[CH:11]=[CH:10][CH:9]=[CH:8][CH:7]=1. The yield is 0.880. (4) The reactants are Cl[C:2]1[S:6][CH:5]=[N:4][CH:3]=1.[NH2:7][C:8]1[CH:13]=[CH:12][C:11]([OH:14])=[C:10]([CH3:15])[CH:9]=1.[OH-].[K+]. The catalyst is CC(N(C)C)=O. The product is [CH3:15][C:10]1[CH:9]=[C:8]([CH:13]=[CH:12][C:11]=1[O:14][C:2]1[S:6][CH:5]=[N:4][CH:3]=1)[NH2:7]. The yield is 0.0900. (5) The reactants are [CH3:1][C:2]1[CH:7]=[CH:6][C:5](B2OC(C)(C)C(C)(C)O2)=[CH:4][N:3]=1.Br[C:18]1[CH:23]=[CH:22][N:21]=[C:20]([O:24][CH3:25])[CH:19]=1. No catalyst specified. The product is [CH3:25][O:24][C:20]1[CH:19]=[C:18]([C:5]2[CH:4]=[N:3][C:2]([CH3:1])=[CH:7][CH:6]=2)[CH:23]=[CH:22][N:21]=1. The yield is 0.980. (6) The reactants are [C:1]([O:5][C:6]([N:8]1[CH2:13][C@H:12]([CH2:14][O:15][CH3:16])[N:11]([CH2:17][C:18]([N:20]2[C:28]3[CH:27]=[C:26]([C:29]4[CH2:34][CH2:33][CH2:32][CH2:31][CH:30]=4)[N:25]=[CH:24][C:23]=3[C:22]([CH3:36])([CH3:35])[CH2:21]2)=[O:19])[CH2:10][C@H:9]1[CH3:37])=[O:7])([CH3:4])([CH3:3])[CH3:2]. The catalyst is CCO.[Pd]. The product is [C:1]([O:5][C:6]([N:8]1[CH2:13][C@H:12]([CH2:14][O:15][CH3:16])[N:11]([CH2:17][C:18]([N:20]2[C:28]3[CH:27]=[C:26]([CH:29]4[CH2:30][CH2:31][CH2:32][CH2:33][CH2:34]4)[N:25]=[CH:24][C:23]=3[C:22]([CH3:36])([CH3:35])[CH2:21]2)=[O:19])[CH2:10][C@H:9]1[CH3:37])=[O:7])([CH3:4])([CH3:2])[CH3:3]. The yield is 0.920. (7) The reactants are Br[C:2]1[N:7]=[C:6]([C:8]([O:10][CH3:11])=[O:9])[CH:5]=[CH:4][C:3]=1[F:12].[F:13][C:14]1[CH:15]=[C:16]([C:30]2([OH:34])[CH2:33][CH2:32][CH2:31]2)[CH:17]=[C:18]([F:29])[C:19]=1B1OC(C)(C)C(C)(C)O1. No catalyst specified. The product is [F:13][C:14]1[CH:15]=[C:16]([C:30]2([OH:34])[CH2:31][CH2:32][CH2:33]2)[CH:17]=[C:18]([F:29])[C:19]=1[C:2]1[N:7]=[C:6]([C:8]([O:10][CH3:11])=[O:9])[CH:5]=[CH:4][C:3]=1[F:12]. The yield is 0.710.